This data is from NCI-60 drug combinations with 297,098 pairs across 59 cell lines. The task is: Regression. Given two drug SMILES strings and cell line genomic features, predict the synergy score measuring deviation from expected non-interaction effect. (1) Drug 1: C1=NC2=C(N1)C(=S)N=CN2. Drug 2: C1CC(=O)NC(=O)C1N2C(=O)C3=CC=CC=C3C2=O. Cell line: MCF7. Synergy scores: CSS=40.2, Synergy_ZIP=-6.05, Synergy_Bliss=-5.86, Synergy_Loewe=-40.2, Synergy_HSA=-6.08. (2) Drug 1: CN(C)C1=NC(=NC(=N1)N(C)C)N(C)C. Drug 2: CCN(CC)CCNC(=O)C1=C(NC(=C1C)C=C2C3=C(C=CC(=C3)F)NC2=O)C. Cell line: T-47D. Synergy scores: CSS=-6.97, Synergy_ZIP=2.61, Synergy_Bliss=-0.801, Synergy_Loewe=-5.83, Synergy_HSA=-5.45. (3) Drug 1: COC1=CC(=CC(=C1O)OC)C2C3C(COC3=O)C(C4=CC5=C(C=C24)OCO5)OC6C(C(C7C(O6)COC(O7)C8=CC=CS8)O)O. Drug 2: CCCCC(=O)OCC(=O)C1(CC(C2=C(C1)C(=C3C(=C2O)C(=O)C4=C(C3=O)C=CC=C4OC)O)OC5CC(C(C(O5)C)O)NC(=O)C(F)(F)F)O. Cell line: SNB-75. Synergy scores: CSS=3.41, Synergy_ZIP=-7.87, Synergy_Bliss=-1.02, Synergy_Loewe=0.0446, Synergy_HSA=-0.398. (4) Synergy scores: CSS=0.590, Synergy_ZIP=-0.881, Synergy_Bliss=0.550, Synergy_Loewe=-5.16, Synergy_HSA=-3.03. Drug 2: CCC1(C2=C(COC1=O)C(=O)N3CC4=CC5=C(C=CC(=C5CN(C)C)O)N=C4C3=C2)O.Cl. Cell line: RXF 393. Drug 1: CN(C(=O)NC(C=O)C(C(C(CO)O)O)O)N=O. (5) Drug 1: CC1=C2C(C(=O)C3(C(CC4C(C3C(C(C2(C)C)(CC1OC(=O)C(C(C5=CC=CC=C5)NC(=O)OC(C)(C)C)O)O)OC(=O)C6=CC=CC=C6)(CO4)OC(=O)C)OC)C)OC. Drug 2: CN(C(=O)NC(C=O)C(C(C(CO)O)O)O)N=O. Cell line: HS 578T. Synergy scores: CSS=67.9, Synergy_ZIP=10.3, Synergy_Bliss=9.23, Synergy_Loewe=-14.1, Synergy_HSA=10.2.